From a dataset of Experimentally validated miRNA-target interactions with 360,000+ pairs, plus equal number of negative samples. Binary Classification. Given a miRNA mature sequence and a target amino acid sequence, predict their likelihood of interaction. (1) The miRNA is hsa-miR-3660 with sequence ACUGACAGGAGAGCAUUUUGA. The protein sequence of the target gene is MERKGSAAGAKGNPSPPAAGEGQRPPPPLCVPGGGGGAPARGQVGAAAEPAELIRRAHEFKSQGAQCYKDKKFREAIGKYHRALLELKGLLPPPGERERDSRPASPAGALKPGRLSEEQSKTVEAIEIDCYNSLAACLLQAELVNYERVKEYCLKVLKKEGENFKALYRSGVAFYHLGDYDKALYYLKEARTQQPTDTNVIRYIQLTEMKLSRCSQREKEAM. Result: 0 (no interaction). (2) The miRNA is mmu-miR-466o-3p with sequence UACAUACAUGCACACAUAAGAC. The protein sequence of the target gene is MEKGLTLPQDCRDFVHSLKMRSKYALFLVFVVIVFVFIEKENKIISRVSDKLKQIPQALADANSTDPALILAENASLLSLSELDSAFSQLQSRLRNLSLQLGVEPAMEAAGEEEEEQRKEEEPPRPAVAGPRRHVLLMATTRTGSSFVGEFFNQQGNIFYLFEPLWHIERTVSFEPGGANAAGSALVYRDVLKQLFLCDLYVLEHFITPLPEDHLTQFMFRRGSSRSLCEDPVCTPFVKKVFEKYHCKNRRCGPLNVTLAAEACRRKEHMALKAVRIRQLEFLQPLAEDPRLDLRVIQLV.... Result: 0 (no interaction). (3) The miRNA is hsa-miR-4695-5p with sequence CAGGAGGCAGUGGGCGAGCAGG. The protein sequence of the target gene is MMEDDGQPRTLYVGNLSRDVTEVLILQLFSQIGPCKSCKMITEHTSNDPYCFVEFYEHRDAAAALAAMNGRKILGKEVKVNWATTPSSQKKDTSNHFHVFVGDLSPEITTEDIKSAFAPFGKISDARVVKDMATGKSKGYGFVSFYNKLDAENAIVHMGGQWLGGRQIRTNWATRKPPAPKSTQENNTKQLRFEDVVNQSSPKNCTVYCGGIASGLTDQLMRQTFSPFGQIMEIRVFPEKGYSFVRFSTHESAAHAIVSVNGTTIEGHVVKCYWGKESPDMTKNFQQVDYSQWGQWSQVY.... Result: 1 (interaction). (4) The miRNA is hsa-miR-2861 with sequence GGGGCCUGGCGGUGGGCGG. The protein sequence of the target gene is MLCSLFLLLLAVGRVQTTRPCFPGCQCEEETFGLFDSFSLIRVDCSSLGPHIVPVPIPLDTAHLDLSSNRLETVNESVLAGPGYTTLAGLDLSYNLLTSIMPSAFSRLRYLESLDLSHNGLAALPAEIFTSSPLSDINLSHNRLREVSISAFTTHSQGRALHVDLSHNLIHRLLPHPARASLPAPTIQSLNLSWNRFRAVPDLRDLPLRYLSLDGNPLATINPDAFMGLAGLTHLSLASLQGILHLPPHGFRELPGLQVLDLSGNPKLKWAGAEVFSGLGLLQELDLSGSSLVPLPEMLL.... Result: 0 (no interaction). (5) The miRNA is hsa-miR-208b-5p with sequence AAGCUUUUUGCUCGAAUUAUGU. The protein sequence of the target gene is MEGTPAANWSIELDLGSGVPPGAEGNLTAGPPRRNEALARVEVAVLCLILFLALSGNACVLLALRTTRHKHSRLFFFMKHLSIADLVVAVFQVLPQLLWDITFRFYGPDLLCRLVKYLQVVGMFASTYLLLLMSLDRCLAICQPLRSLRRRTDRLAVLATWLGCLVASVPQVHIFSLREVADGVFDCWAVFIQPWGPKAYVTWITLAVYIVPVIVLAACYGLISFKIWQNLRLKTAAAAAAAEGSDAAGGAGRAALARVSSVKLISKAKIRTVKMTFIIVLAFIVCWTPFFFVQMWSVWD.... Result: 0 (no interaction).